From a dataset of Peptide-MHC class I binding affinity with 185,985 pairs from IEDB/IMGT. Regression. Given a peptide amino acid sequence and an MHC pseudo amino acid sequence, predict their binding affinity value. This is MHC class I binding data. (1) The peptide sequence is MILPAALAF. The MHC is HLA-A32:01 with pseudo-sequence HLA-A32:01. The binding affinity (normalized) is 0.687. (2) The peptide sequence is NANPDCKTI. The MHC is HLA-A03:01 with pseudo-sequence HLA-A03:01. The binding affinity (normalized) is 0.0847. (3) The peptide sequence is VQLLGRRFV. The MHC is HLA-A02:19 with pseudo-sequence HLA-A02:19. The binding affinity (normalized) is 0.0847. (4) The peptide sequence is LRWASGVSE. The MHC is HLA-A25:01 with pseudo-sequence HLA-A25:01. The binding affinity (normalized) is 0.0847. (5) The binding affinity (normalized) is 0.791. The peptide sequence is FFYRFGLL. The MHC is H-2-Kb with pseudo-sequence H-2-Kb.